Task: Predict which catalyst facilitates the given reaction.. Dataset: Catalyst prediction with 721,799 reactions and 888 catalyst types from USPTO Reactant: [OH:1][C:2]1[CH:11]=[CH:10][CH:9]=[C:8]2[C:3]=1[CH2:4][CH2:5][CH2:6][C:7]2=[O:12].[Br:13][C:14]1[CH:19]=[CH:18][C:17]([Cl:20])=[CH:16][C:15]=1[CH2:21]Br.C(=O)([O-])[O-].[K+].[K+]. Product: [Br:13][C:14]1[CH:19]=[CH:18][C:17]([Cl:20])=[CH:16][C:15]=1[CH2:21][O:1][C:2]1[CH:11]=[CH:10][CH:9]=[C:8]2[C:3]=1[CH2:4][CH2:5][CH2:6][C:7]2=[O:12]. The catalyst class is: 42.